This data is from Reaction yield outcomes from USPTO patents with 853,638 reactions. The task is: Predict the reaction yield, written as a fraction of the theoretical maximum amount of product (1.0 means a 100% yield; for example, 0.34 means a 34% yield). (1) The yield is 0.360. The catalyst is CCCCO.C1COCC1. The product is [Cl:8][C:9]1[CH:10]=[C:11]([C:19]2[S:23][C:22]([N:24]3[C:32]4[CH2:31][CH2:30][N:29]([CH2:35][CH2:34][C:33]([OH:37])=[O:36])[CH2:28][C:27]=4[CH:26]=[N:25]3)=[N:21][N:20]=2)[CH:12]=[CH:13][C:14]=1[O:15][CH:16]([CH3:17])[CH3:18]. The reactants are FC(F)(F)C(O)=O.[Cl:8][C:9]1[CH:10]=[C:11]([C:19]2[S:23][C:22]([N:24]3[C:32]4[CH2:31][CH2:30][NH:29][CH2:28][C:27]=4[CH:26]=[N:25]3)=[N:21][N:20]=2)[CH:12]=[CH:13][C:14]=1[O:15][CH:16]([CH3:18])[CH3:17].[C:33]([O:37]C(C)(C)C)(=[O:36])[CH:34]=[CH2:35].C(N(CC)CC)C.FC(F)(F)C(O)=O. (2) The reactants are [CH:1]1([CH2:6][CH:7]([C:11]2[CH:16]=[CH:15][C:14]([S:17]([CH3:20])(=[O:19])=[O:18])=[CH:13][CH:12]=2)[C:8]([OH:10])=O)[CH2:5][CH2:4][CH2:3][CH2:2]1.F[P-](F)(F)(F)(F)F.N1(O[P+](N(C)C)(N(C)C)N(C)C)C2C=CC=CC=2N=N1.C(N(CC)CC)C.[CH2:55]([O:57][C:58]([C:60]1[S:64][C:63]([NH2:65])=[N:62][CH:61]=1)=[O:59])[CH3:56]. The catalyst is C(Cl)Cl. The product is [CH2:55]([O:57][C:58]([C:60]1[S:64][C:63]([NH:65][C:8](=[O:10])[CH:7]([C:11]2[CH:16]=[CH:15][C:14]([S:17]([CH3:20])(=[O:19])=[O:18])=[CH:13][CH:12]=2)[CH2:6][CH:1]2[CH2:2][CH2:3][CH2:4][CH2:5]2)=[N:62][CH:61]=1)=[O:59])[CH3:56]. The yield is 0.980.